This data is from Catalyst prediction with 721,799 reactions and 888 catalyst types from USPTO. The task is: Predict which catalyst facilitates the given reaction. (1) Reactant: [NH2:1][C:2]1[CH:3]=[CH:4][CH:5]=[C:6]2[C:11]=1[C:10](=[O:12])[N:9]([C:13]1[CH:18]=[CH:17][C:16]([C:19]([CH3:22])([CH3:21])[CH3:20])=[CH:15][CH:14]=1)[N:8]=[CH:7]2.[N:23]1[CH:28]=[CH:27][C:26]([CH:29]=O)=[CH:25][CH:24]=1.[BH-](OC(C)=O)(OC(C)=O)OC(C)=O.[Na+].S(NN)(C1C=CC(C)=CC=1)(=O)=O. Product: [C:19]([C:16]1[CH:15]=[CH:14][C:13]([N:9]2[N:8]=[CH:7][C:6]3[C:11](=[C:2]([NH:1][CH2:29][C:26]4[CH:27]=[CH:28][N:23]=[CH:24][CH:25]=4)[CH:3]=[CH:4][CH:5]=3)[C:10]2=[O:12])=[CH:18][CH:17]=1)([CH3:22])([CH3:21])[CH3:20]. The catalyst class is: 2. (2) Reactant: [N:1]1[C:10]2[C:5](=[CH:6][C:7]([C:11]3([C:14]4[N:18]5[CH:19]=[C:20]([N:23]6[CH:27]=[C:26]([C:28]([O:30]CC)=[O:29])[CH:25]=[N:24]6)[CH:21]=[N:22][C:17]5=[N:16][CH:15]=4)[CH2:13][CH2:12]3)=[CH:8][CH:9]=2)[CH:4]=[CH:3][CH:2]=1.[OH-].[Li+].Cl. Product: [N:1]1[C:10]2[C:5](=[CH:6][C:7]([C:11]3([C:14]4[N:18]5[CH:19]=[C:20]([N:23]6[CH:27]=[C:26]([C:28]([OH:30])=[O:29])[CH:25]=[N:24]6)[CH:21]=[N:22][C:17]5=[N:16][CH:15]=4)[CH2:13][CH2:12]3)=[CH:8][CH:9]=2)[CH:4]=[CH:3][CH:2]=1. The catalyst class is: 24. (3) Reactant: [Cl:1][C:2]1[C:14]([Cl:15])=[C:13]2[C:5]([C:6]3[CH2:7][CH2:8][CH2:9][C:10](=[O:16])[C:11]=3[NH:12]2)=[CH:4][CH:3]=1.[C:17]([Si](C)(C)C)([F:20])([F:19])[F:18].[F-].[Cs+]. Product: [Cl:1][C:2]1[C:14]([Cl:15])=[C:13]2[C:5]([C:6]3[CH2:7][CH2:8][CH2:9][C:10]([C:17]([F:20])([F:19])[F:18])([OH:16])[C:11]=3[NH:12]2)=[CH:4][CH:3]=1. The catalyst class is: 1. (4) Reactant: [Br-].[CH2:2]([C:5]1[C:18]2[NH2+:17][C:16]3[C:11](=[CH:12][C:13]([Br:19])=[CH:14][CH:15]=3)[S:10][C:9]=2[CH:8]=[C:7](Br)[CH:6]=1)[CH2:3][CH3:4].[CH3:21][N:22]1[CH2:27][CH2:26][NH:25][CH2:24][CH2:23]1. Product: [Br-:19].[CH3:21][N:22]1[CH2:27][CH2:26][N:25]([C:7]2[CH:6]=[C:5]([CH2:2][CH2:3][CH3:4])[C:18]3[C:9]([CH:8]=2)=[S+:10][C:11]2[C:16](=[CH:15][CH:14]=[C:13]([N:25]4[CH2:26][CH2:27][N:22]([CH3:21])[CH2:23][CH2:24]4)[CH:12]=2)[N:17]=3)[CH2:24][CH2:23]1. The catalyst class is: 22.